This data is from Reaction yield outcomes from USPTO patents with 853,638 reactions. The task is: Predict the reaction yield, written as a fraction of the theoretical maximum amount of product (1.0 means a 100% yield; for example, 0.34 means a 34% yield). The reactants are [CH2:1]([O:8][C:9](=[O:15])[NH:10][C@@H:11]([CH3:14])[CH:12]=[CH2:13])[C:2]1[CH:7]=[CH:6][CH:5]=[CH:4][CH:3]=1.B1C2CCCC1CCC2.C1C[O:28]CC1. No catalyst specified. The product is [CH2:1]([O:8][C:9](=[O:15])[NH:10][C@@H:11]([CH3:14])[CH2:12][CH2:13][OH:28])[C:2]1[CH:7]=[CH:6][CH:5]=[CH:4][CH:3]=1. The yield is 0.870.